From a dataset of Merck oncology drug combination screen with 23,052 pairs across 39 cell lines. Regression. Given two drug SMILES strings and cell line genomic features, predict the synergy score measuring deviation from expected non-interaction effect. (1) Drug 1: O=S1(=O)NC2(CN1CC(F)(F)F)C1CCC2Cc2cc(C=CCN3CCC(C(F)(F)F)CC3)ccc2C1. Drug 2: O=C(O)C1(Cc2cccc(Nc3nccs3)n2)CCC(Oc2cccc(Cl)c2F)CC1. Cell line: RKO. Synergy scores: synergy=2.15. (2) Drug 1: COC12C(COC(N)=O)C3=C(C(=O)C(C)=C(N)C3=O)N1CC1NC12. Drug 2: CC1(c2nc3c(C(N)=O)cccc3[nH]2)CCCN1. Cell line: OVCAR3. Synergy scores: synergy=14.6. (3) Drug 1: Cc1nc(Nc2ncc(C(=O)Nc3c(C)cccc3Cl)s2)cc(N2CCN(CCO)CC2)n1. Drug 2: COC1=C2CC(C)CC(OC)C(O)C(C)C=C(C)C(OC(N)=O)C(OC)C=CC=C(C)C(=O)NC(=CC1=O)C2=O. Cell line: OCUBM. Synergy scores: synergy=3.08. (4) Drug 1: Cc1nc(Nc2ncc(C(=O)Nc3c(C)cccc3Cl)s2)cc(N2CCN(CCO)CC2)n1. Drug 2: CCc1c2c(nc3ccc(O)cc13)-c1cc3c(c(=O)n1C2)COC(=O)C3(O)CC. Cell line: KPL1. Synergy scores: synergy=20.6. (5) Drug 1: O=c1[nH]cc(F)c(=O)[nH]1. Drug 2: C#Cc1cccc(Nc2ncnc3cc(OCCOC)c(OCCOC)cc23)c1. Cell line: HCT116. Synergy scores: synergy=14.5. (6) Drug 1: COC12C(COC(N)=O)C3=C(C(=O)C(C)=C(N)C3=O)N1CC1NC12. Drug 2: C=CCn1c(=O)c2cnc(Nc3ccc(N4CCN(C)CC4)cc3)nc2n1-c1cccc(C(C)(C)O)n1. Cell line: DLD1. Synergy scores: synergy=1.02.